This data is from Peptide-MHC class I binding affinity with 185,985 pairs from IEDB/IMGT. The task is: Regression. Given a peptide amino acid sequence and an MHC pseudo amino acid sequence, predict their binding affinity value. This is MHC class I binding data. (1) The peptide sequence is VFHLYLQYI. The MHC is HLA-A01:01 with pseudo-sequence HLA-A01:01. The binding affinity (normalized) is 0.511. (2) The peptide sequence is ITTLLNETAK. The MHC is HLA-A68:01 with pseudo-sequence HLA-A68:01. The binding affinity (normalized) is 0.775. (3) The peptide sequence is SDMDTATET. The MHC is HLA-A02:02 with pseudo-sequence HLA-A02:02. The binding affinity (normalized) is 0. (4) The peptide sequence is RARRLRRAL. The MHC is HLA-B15:42 with pseudo-sequence HLA-B15:42. The binding affinity (normalized) is 0.213. (5) The peptide sequence is KAGQYVTIW. The MHC is Patr-A0301 with pseudo-sequence Patr-A0301. The binding affinity (normalized) is 0. (6) The peptide sequence is GIADIRDKYM. The MHC is Mamu-B01 with pseudo-sequence Mamu-B01. The binding affinity (normalized) is 0.